From a dataset of Full USPTO retrosynthesis dataset with 1.9M reactions from patents (1976-2016). Predict the reactants needed to synthesize the given product. (1) Given the product [CH2:17]([N:24]1[CH2:28][CH2:27][CH:26]([NH:29][C:30]2[N:31]=[CH:32][C:33](/[CH:34]=[CH:5]/[C:4]([O:3][CH2:1][CH3:2])=[O:14])=[CH:36][CH:37]=2)[CH2:25]1)[C:18]1[CH:19]=[CH:20][CH:21]=[CH:22][CH:23]=1, predict the reactants needed to synthesize it. The reactants are: [CH2:1]([O:3][C:4](=[O:14])[CH2:5]P(OCC)(OCC)=O)[CH3:2].[H-].[Na+].[CH2:17]([N:24]1[CH2:28][CH2:27][CH:26]([NH:29][C:30]2[CH:37]=[CH:36][C:33]([CH:34]=O)=[CH:32][N:31]=2)[CH2:25]1)[C:18]1[CH:23]=[CH:22][CH:21]=[CH:20][CH:19]=1.C(OCC)(C)=O.O. (2) Given the product [C:1]([C:5]1[O:9][N:8]=[C:7]([NH:10][C:11]([NH:13][C:14]2[CH:19]=[CH:18][CH:17]=[C:16]([O:20][C:21]3[C:30]4[C:25](=[CH:26][C:27]([O:33][CH2:34][CH2:35][CH2:36][N:38]5[CH2:42][CH2:41][CH:40]([OH:43])[CH2:39]5)=[C:28]([O:31][CH3:32])[CH:29]=4)[N:24]=[CH:23][N:22]=3)[CH:15]=2)=[O:12])[CH:6]=1)([CH3:4])([CH3:3])[CH3:2], predict the reactants needed to synthesize it. The reactants are: [C:1]([C:5]1[O:9][N:8]=[C:7]([NH:10][C:11]([NH:13][C:14]2[CH:19]=[CH:18][CH:17]=[C:16]([O:20][C:21]3[C:30]4[C:25](=[CH:26][C:27]([O:33][CH2:34][CH2:35][CH2:36]Cl)=[C:28]([O:31][CH3:32])[CH:29]=4)[N:24]=[CH:23][N:22]=3)[CH:15]=2)=[O:12])[CH:6]=1)([CH3:4])([CH3:3])[CH3:2].[NH:38]1[CH2:42][CH2:41][CH:40]([OH:43])[CH2:39]1. (3) Given the product [C:1]1([CH3:16])[CH:2]=[CH:3][C:4]([C:7]2[C:11]([C:12]([OH:14])=[O:13])=[CH:10][O:9][N:8]=2)=[CH:5][CH:6]=1, predict the reactants needed to synthesize it. The reactants are: [C:1]1([CH3:16])[CH:6]=[CH:5][C:4]([C:7]2[C:11]([C:12]([O:14]C)=[O:13])=[CH:10][O:9][N:8]=2)=[CH:3][CH:2]=1.[OH-].[Li+].Cl. (4) Given the product [CH2:1]([C:5]1[N:10]([CH2:16][C:17]2[CH:18]=[CH:19][C:20]([C:23]3[C:24]([C:29]#[N:30])=[CH:25][CH:26]=[CH:27][CH:28]=3)=[CH:21][CH:22]=2)[C:9](=[O:11])[CH:8]=[C:7]([CH:12]2[CH2:14][CH2:13]2)[N:6]=1)[CH2:2][CH2:3][CH3:4], predict the reactants needed to synthesize it. The reactants are: [CH2:1]([C:5]1[NH:10][C:9](=[O:11])[CH:8]=[C:7]([CH:12]2[CH2:14][CH2:13]2)[N:6]=1)[CH2:2][CH2:3][CH3:4].Br[CH2:16][C:17]1[CH:22]=[CH:21][C:20]([C:23]2[C:24]([C:29]#[N:30])=[CH:25][CH:26]=[CH:27][CH:28]=2)=[CH:19][CH:18]=1.C(=O)([O-])[O-].[K+].[K+]. (5) Given the product [Br:1][C:2]1[CH:7]=[CH:6][CH:5]=[CH:4][C:3]=1[N:8]1[CH2:17][C:16]2[C:11](=[N:12][C:13]([NH:52][C:50]3[CH:49]=[CH:48][C:46]4[O:47][CH:42]([CH2:41][OH:40])[CH2:43][O:44][C:45]=4[CH:51]=3)=[N:14][CH:15]=2)[N:10]([CH3:22])[C:9]1=[O:23], predict the reactants needed to synthesize it. The reactants are: [Br:1][C:2]1[CH:7]=[CH:6][CH:5]=[CH:4][C:3]=1[N:8]1[CH2:17][C:16]2[C:11](=[N:12][C:13](S(C)(=O)=O)=[N:14][CH:15]=2)[N:10]([CH3:22])[C:9]1=[O:23].C(C(O)=O)CP(CCC(O)=O)CCC(O)=O.[OH:40][CH2:41][CH:42]1[O:47][C:46]2[CH:48]=[CH:49][C:50]([NH2:52])=[CH:51][C:45]=2[O:44][CH2:43]1.C(O)(C(F)(F)F)=O.Cl. (6) The reactants are: [OH:1][CH2:2][C:3]1[S:11][C:10]2[C:5](=[N:6][CH:7]=[CH:8][C:9]=2[Cl:12])[CH:4]=1.Cl.Cl[CH2:15][CH2:16][N:17]1[CH2:21][CH2:20][CH2:19][CH2:18]1.[OH-].[Na+].C(=O)(O)[O-].[Na+].S([O-])([O-])(=O)=O.[Mg+2]. Given the product [Cl:12][C:9]1[CH:8]=[CH:7][N:6]=[C:5]2[CH:4]=[C:3]([CH2:2][O:1][CH2:15][CH2:16][N:17]3[CH2:21][CH2:20][CH2:19][CH2:18]3)[S:11][C:10]=12, predict the reactants needed to synthesize it.